This data is from Catalyst prediction with 721,799 reactions and 888 catalyst types from USPTO. The task is: Predict which catalyst facilitates the given reaction. (1) Reactant: C([Li])CCC.Br[C:7]1[C:8]([C:22]2[CH:27]=[CH:26][CH:25]=[CH:24][CH:23]=2)=[N:9][N:10]2[C:15]([Si:16]([CH3:19])([CH3:18])[CH3:17])=[CH:14][C:13]([O:20][CH3:21])=[CH:12][C:11]=12.[CH:28]([C:30]1[N:35]=[C:34]([C:36]([O:38][CH3:39])=[O:37])[CH:33]=[CH:32][CH:31]=1)=[O:29].[Cl-].[NH4+]. Product: [OH:29][CH:28]([C:7]1[C:8]([C:22]2[CH:27]=[CH:26][CH:25]=[CH:24][CH:23]=2)=[N:9][N:10]2[C:15]([Si:16]([CH3:19])([CH3:18])[CH3:17])=[CH:14][C:13]([O:20][CH3:21])=[CH:12][C:11]=12)[C:30]1[N:35]=[C:34]([C:36]([O:38][CH3:39])=[O:37])[CH:33]=[CH:32][CH:31]=1. The catalyst class is: 188. (2) Reactant: FC(F)(F)C(O)=O.[CH2:8]([C@@:15]12[CH2:25][CH2:24][C@@:23]([CH2:27][CH3:28])([OH:26])[CH2:22][C@@H:21]1[CH:20](O)[O:19][CH2:18][C:17]1[CH:30]=[C:31]([C:34]([NH:36][C:37]3[C:38]([CH3:43])=[N:39][CH:40]=[CH:41][CH:42]=3)=[O:35])[CH:32]=[CH:33][C:16]2=1)[C:9]1[CH:14]=[CH:13][CH:12]=[CH:11][CH:10]=1.C([SiH](CC)CC)C.C([O-])(O)=O.[Na+]. Product: [CH2:8]([C@@:15]12[CH2:25][CH2:24][C@@:23]([CH2:27][CH3:28])([OH:26])[CH2:22][C@@H:21]1[CH2:20][O:19][CH2:18][C:17]1[CH:30]=[C:31]([C:34]([NH:36][C:37]3[C:38]([CH3:43])=[N:39][CH:40]=[CH:41][CH:42]=3)=[O:35])[CH:32]=[CH:33][C:16]2=1)[C:9]1[CH:14]=[CH:13][CH:12]=[CH:11][CH:10]=1. The catalyst class is: 2.